Dataset: NCI-60 drug combinations with 297,098 pairs across 59 cell lines. Task: Regression. Given two drug SMILES strings and cell line genomic features, predict the synergy score measuring deviation from expected non-interaction effect. (1) Cell line: SR. Synergy scores: CSS=42.6, Synergy_ZIP=-22.4, Synergy_Bliss=-44.6, Synergy_Loewe=-49.0, Synergy_HSA=-41.6. Drug 1: CNC(=O)C1=CC=CC=C1SC2=CC3=C(C=C2)C(=NN3)C=CC4=CC=CC=N4. Drug 2: C1C(C(OC1N2C=C(C(=O)NC2=O)F)CO)O. (2) Drug 1: CC1C(C(CC(O1)OC2CC(OC(C2O)C)OC3=CC4=CC5=C(C(=O)C(C(C5)C(C(=O)C(C(C)O)O)OC)OC6CC(C(C(O6)C)O)OC7CC(C(C(O7)C)O)OC8CC(C(C(O8)C)O)(C)O)C(=C4C(=C3C)O)O)O)O. Drug 2: C1CCC(C(C1)N)N.C(=O)(C(=O)[O-])[O-].[Pt+4]. Cell line: OVCAR-5. Synergy scores: CSS=37.8, Synergy_ZIP=-3.76, Synergy_Bliss=-0.783, Synergy_Loewe=-2.64, Synergy_HSA=0.484. (3) Drug 1: C1CN1P(=S)(N2CC2)N3CC3. Drug 2: CC1=C2C(C(=O)C3(C(CC4C(C3C(C(C2(C)C)(CC1OC(=O)C(C(C5=CC=CC=C5)NC(=O)OC(C)(C)C)O)O)OC(=O)C6=CC=CC=C6)(CO4)OC(=O)C)O)C)O. Cell line: ACHN. Synergy scores: CSS=24.2, Synergy_ZIP=-1.32, Synergy_Bliss=-0.576, Synergy_Loewe=-0.936, Synergy_HSA=-0.814. (4) Drug 1: CN(C(=O)NC(C=O)C(C(C(CO)O)O)O)N=O. Drug 2: CC(C)CN1C=NC2=C1C3=CC=CC=C3N=C2N. Cell line: SF-268. Synergy scores: CSS=-3.95, Synergy_ZIP=4.23, Synergy_Bliss=6.08, Synergy_Loewe=-5.36, Synergy_HSA=-2.61. (5) Drug 1: C1=CC(=CC=C1CCC2=CNC3=C2C(=O)NC(=N3)N)C(=O)NC(CCC(=O)O)C(=O)O. Drug 2: CC1C(C(CC(O1)OC2CC(OC(C2O)C)OC3=CC4=CC5=C(C(=O)C(C(C5)C(C(=O)C(C(C)O)O)OC)OC6CC(C(C(O6)C)O)OC7CC(C(C(O7)C)O)OC8CC(C(C(O8)C)O)(C)O)C(=C4C(=C3C)O)O)O)O. Cell line: U251. Synergy scores: CSS=26.2, Synergy_ZIP=-2.64, Synergy_Bliss=-5.19, Synergy_Loewe=-13.2, Synergy_HSA=-4.44. (6) Drug 1: CC1=C2C(C(=O)C3(C(CC4C(C3C(C(C2(C)C)(CC1OC(=O)C(C(C5=CC=CC=C5)NC(=O)OC(C)(C)C)O)O)OC(=O)C6=CC=CC=C6)(CO4)OC(=O)C)O)C)O. Drug 2: CCN(CC)CCNC(=O)C1=C(NC(=C1C)C=C2C3=C(C=CC(=C3)F)NC2=O)C. Cell line: HOP-62. Synergy scores: CSS=20.7, Synergy_ZIP=14.8, Synergy_Bliss=22.4, Synergy_Loewe=14.9, Synergy_HSA=14.5. (7) Drug 1: C1=C(C(=O)NC(=O)N1)N(CCCl)CCCl. Cell line: IGROV1. Drug 2: COC1=C2C(=CC3=C1OC=C3)C=CC(=O)O2. Synergy scores: CSS=26.8, Synergy_ZIP=1.84, Synergy_Bliss=2.64, Synergy_Loewe=-2.22, Synergy_HSA=2.34. (8) Drug 1: CCC1=CC2CC(C3=C(CN(C2)C1)C4=CC=CC=C4N3)(C5=C(C=C6C(=C5)C78CCN9C7C(C=CC9)(C(C(C8N6C)(C(=O)OC)O)OC(=O)C)CC)OC)C(=O)OC.C(C(C(=O)O)O)(C(=O)O)O. Synergy scores: CSS=34.9, Synergy_ZIP=0.453, Synergy_Bliss=0.950, Synergy_Loewe=-11.3, Synergy_HSA=0.463. Cell line: M14. Drug 2: CC1C(C(CC(O1)OC2CC(CC3=C2C(=C4C(=C3O)C(=O)C5=CC=CC=C5C4=O)O)(C(=O)C)O)N)O. (9) Drug 1: CCC1=C2CN3C(=CC4=C(C3=O)COC(=O)C4(CC)O)C2=NC5=C1C=C(C=C5)O. Drug 2: CC(C)(C#N)C1=CC(=CC(=C1)CN2C=NC=N2)C(C)(C)C#N. Cell line: UACC-257. Synergy scores: CSS=4.66, Synergy_ZIP=-0.851, Synergy_Bliss=2.09, Synergy_Loewe=-0.542, Synergy_HSA=0.663. (10) Drug 1: CC(C1=C(C=CC(=C1Cl)F)Cl)OC2=C(N=CC(=C2)C3=CN(N=C3)C4CCNCC4)N. Drug 2: CCN(CC)CCNC(=O)C1=C(NC(=C1C)C=C2C3=C(C=CC(=C3)F)NC2=O)C. Cell line: LOX IMVI. Synergy scores: CSS=16.3, Synergy_ZIP=-1.93, Synergy_Bliss=0.836, Synergy_Loewe=2.15, Synergy_HSA=2.70.